This data is from Catalyst prediction with 721,799 reactions and 888 catalyst types from USPTO. The task is: Predict which catalyst facilitates the given reaction. (1) Reactant: [CH3:1][CH:2]1[CH2:11][C:10]2[C:5](=[CH:6][CH:7]=[C:8]([S:12]([CH3:15])(=[O:14])=[O:13])[CH:9]=2)[C:4](=[O:16])[CH2:3]1.[Br:17]Br. Product: [Br:17][C:3]1[C:2]([CH3:1])=[CH:11][C:10]2[C:5](=[CH:6][CH:7]=[C:8]([S:12]([CH3:15])(=[O:14])=[O:13])[CH:9]=2)[C:4]=1[OH:16]. The catalyst class is: 4. (2) Reactant: [Br:1][C:2]1[CH:3]=[CH:4][C:5]([O:32][C:33]([C:36](O)=[O:37])([CH3:35])[CH3:34])=[C:6]([CH:8]2[C:13]3(C4C(=CC(Cl)=CC=4)N[C:14]3=[O:23])[CH:12]([C:24]3[CH:29]=[CH:28][CH:27]=[C:26]([Cl:30])[CH:25]=3)[CH2:11][C:10](=[O:31])[NH:9]2)[CH:7]=1.C[CH2:40][N:41]=[C:42]=NCCCN(C)C.[CH:50]1[CH:51]=[CH:52][C:53]2N(O)N=[N:56][C:54]=2[CH:55]=1.CCN(C(C)C)C(C)C.[ClH:69].CNC. Product: [Br:1][C:2]1[CH:3]=[CH:4][C:5]([O:32][C:33]([C:36](=[O:37])[N:41]([CH3:42])[CH3:40])([CH3:35])[CH3:34])=[C:6]([CH:8]2[C:13]3([C:53]4[C:54](=[CH:55][C:50]([Cl:69])=[CH:51][CH:52]=4)[NH:56][C:14]3=[O:23])[CH:12]([C:24]3[CH:29]=[CH:28][CH:27]=[C:26]([Cl:30])[CH:25]=3)[CH2:11][C:10](=[O:31])[NH:9]2)[CH:7]=1. The catalyst class is: 1. (3) Reactant: [F:1][C:2]1[CH:7]=[CH:6][C:5]([N+:8]([O-:10])=[O:9])=[CH:4][C:3]=1[N:11]=[C:12]=[O:13].[CH3:14][Si:15]([CH3:20])([CH3:19])[CH2:16][CH2:17][OH:18]. Product: [CH3:14][Si:15]([CH3:20])([CH3:19])[CH2:16][CH2:17][O:18][C:12](=[O:13])[NH:11][C:3]1[CH:4]=[C:5]([N+:8]([O-:10])=[O:9])[CH:6]=[CH:7][C:2]=1[F:1]. The catalyst class is: 1.